From a dataset of NCI-60 drug combinations with 297,098 pairs across 59 cell lines. Regression. Given two drug SMILES strings and cell line genomic features, predict the synergy score measuring deviation from expected non-interaction effect. (1) Drug 1: CCC1(CC2CC(C3=C(CCN(C2)C1)C4=CC=CC=C4N3)(C5=C(C=C6C(=C5)C78CCN9C7C(C=CC9)(C(C(C8N6C=O)(C(=O)OC)O)OC(=O)C)CC)OC)C(=O)OC)O.OS(=O)(=O)O. Drug 2: C1=NC2=C(N=C(N=C2N1C3C(C(C(O3)CO)O)O)F)N. Cell line: NCI-H226. Synergy scores: CSS=14.8, Synergy_ZIP=-4.12, Synergy_Bliss=-1.87, Synergy_Loewe=-11.8, Synergy_HSA=-0.648. (2) Drug 1: CN(CC1=CN=C2C(=N1)C(=NC(=N2)N)N)C3=CC=C(C=C3)C(=O)NC(CCC(=O)O)C(=O)O. Drug 2: C1=NNC2=C1C(=O)NC=N2. Cell line: TK-10. Synergy scores: CSS=45.1, Synergy_ZIP=0.329, Synergy_Bliss=-0.949, Synergy_Loewe=-47.9, Synergy_HSA=-2.84. (3) Drug 1: CS(=O)(=O)CCNCC1=CC=C(O1)C2=CC3=C(C=C2)N=CN=C3NC4=CC(=C(C=C4)OCC5=CC(=CC=C5)F)Cl. Drug 2: C1CN(P(=O)(OC1)NCCCl)CCCl. Cell line: NCI/ADR-RES. Synergy scores: CSS=-1.18, Synergy_ZIP=5.47, Synergy_Bliss=10.5, Synergy_Loewe=1.74, Synergy_HSA=2.73. (4) Drug 1: CC(C)CN1C=NC2=C1C3=CC=CC=C3N=C2N. Drug 2: COCCOC1=C(C=C2C(=C1)C(=NC=N2)NC3=CC=CC(=C3)C#C)OCCOC.Cl. Cell line: EKVX. Synergy scores: CSS=11.9, Synergy_ZIP=3.16, Synergy_Bliss=5.12, Synergy_Loewe=4.45, Synergy_HSA=4.51. (5) Drug 1: CCC1=C2CN3C(=CC4=C(C3=O)COC(=O)C4(CC)O)C2=NC5=C1C=C(C=C5)O. Drug 2: CC12CCC3C(C1CCC2OP(=O)(O)O)CCC4=C3C=CC(=C4)OC(=O)N(CCCl)CCCl.[Na+]. Cell line: RPMI-8226. Synergy scores: CSS=45.7, Synergy_ZIP=-6.09, Synergy_Bliss=-12.0, Synergy_Loewe=-56.7, Synergy_HSA=-10.4. (6) Drug 1: CC(C)CN1C=NC2=C1C3=CC=CC=C3N=C2N. Drug 2: C1C(C(OC1N2C=NC(=NC2=O)N)CO)O. Cell line: OVCAR-8. Synergy scores: CSS=12.0, Synergy_ZIP=1.84, Synergy_Bliss=1.41, Synergy_Loewe=-5.63, Synergy_HSA=-3.13. (7) Drug 1: C1=C(C(=O)NC(=O)N1)N(CCCl)CCCl. Drug 2: C(CC(=O)O)C(=O)CN.Cl. Cell line: SNB-75. Synergy scores: CSS=19.1, Synergy_ZIP=-8.92, Synergy_Bliss=-6.29, Synergy_Loewe=-7.58, Synergy_HSA=-5.57.